Predict the product of the given reaction. From a dataset of Forward reaction prediction with 1.9M reactions from USPTO patents (1976-2016). (1) Given the reactants [N:1]([CH:4]1[C:8]2[CH:9]=[C:10]([Cl:13])[CH:11]=[CH:12][C:7]=2[O:6][CH2:5]1)=[N+]=[N-].ClC1C=CC2OCC(O)C=2C=1.N12CCCN=C1CCCCC2.C1(P(N=[N+]=[N-])(C2C=CC=CC=2)=O)C=CC=CC=1.Cl, predict the reaction product. The product is: [Cl:13][C:10]1[CH:11]=[CH:12][C:7]2[O:6][CH2:5][CH:4]([NH2:1])[C:8]=2[CH:9]=1. (2) Given the reactants Br[C:2]1[CH:7]=C[CH:5]=[C:4]([Br:8])[C:3]=1[CH3:9].CC[O:12]CC.[Li]CCCC.[CH3:20][N:21](C=O)C, predict the reaction product. The product is: [Br:8][C:4]1[C:3]([CH3:9])=[C:2]([CH:7]=[O:12])[CH:20]=[N:21][CH:5]=1. (3) Given the reactants [CH2:1]([O:5][C:6]1[CH:11]=[C:10](/[CH:12]=[C:13](\[O:18][CH2:19][CH3:20])/[C:14]([O:16][CH3:17])=[O:15])[CH:9]=[CH:8][C:7]=1[C:21]1[CH:26]=[CH:25][CH:24]=[C:23]([NH:27][CH3:28])[CH:22]=1)[CH2:2][CH2:3][CH3:4].[CH2:29]([N:37]=[C:38]=[O:39])[CH2:30][C:31]1[CH:36]=[CH:35][CH:34]=[CH:33][CH:32]=1, predict the reaction product. The product is: [CH2:1]([O:5][C:6]1[CH:11]=[C:10](/[CH:12]=[C:13](\[O:18][CH2:19][CH3:20])/[C:14]([O:16][CH3:17])=[O:15])[CH:9]=[CH:8][C:7]=1[C:21]1[CH:26]=[CH:25][CH:24]=[C:23]([N:27]([CH3:28])[C:38]([NH:37][CH2:29][CH2:30][C:31]2[CH:36]=[CH:35][CH:34]=[CH:33][CH:32]=2)=[O:39])[CH:22]=1)[CH2:2][CH2:3][CH3:4]. (4) The product is: [C:1]([C:3]1[CH:4]=[C:5]([C:13]2[O:17][N:16]=[C:15]([C:18]3[CH:19]=[CH:20][C:21]([F:34])=[C:22]4[C:26]=3[N:25]([CH3:36])[CH:24]=[C:23]4[CH2:27][CH2:28][C:29]([O:31][CH2:32][CH3:33])=[O:30])[N:14]=2)[CH:6]=[CH:7][C:8]=1[O:9][CH:10]([CH3:11])[CH3:12])#[N:2]. Given the reactants [C:1]([C:3]1[CH:4]=[C:5]([C:13]2[O:17][N:16]=[C:15]([C:18]3[CH:19]=[CH:20][C:21]([F:34])=[C:22]4[C:26]=3[NH:25][CH:24]=[C:23]4[CH2:27][CH2:28][C:29]([O:31][CH2:32][CH3:33])=[O:30])[N:14]=2)[CH:6]=[CH:7][C:8]=1[O:9][CH:10]([CH3:12])[CH3:11])#[N:2].I[CH3:36].[OH-].[K+], predict the reaction product. (5) Given the reactants [CH3:1][C:2]1[N:7]=[C:6]([C:8]([OH:10])=[O:9])[CH:5]=[C:4]([N+]([O-])=O)[CH:3]=1.[BrH:14], predict the reaction product. The product is: [Br:14][C:4]1[CH:3]=[C:2]([CH3:1])[N:7]=[C:6]([C:8]([OH:10])=[O:9])[CH:5]=1. (6) Given the reactants [CH:1]1([S:4]([C:7]2[CH:12]=[CH:11][C:10]([CH:13]([CH2:18][CH:19]3[CH2:24][CH2:23][O:22][CH2:21][CH2:20]3)[C:14](=[O:17])[CH:15]=[CH2:16])=[CH:9][CH:8]=2)(=[O:6])=[O:5])[CH2:3][CH2:2]1.[N:25]1[CH:30]=[CH:29][CH:28]=[CH:27][C:26]=1[CH:31]=[O:32].C(N(CC)CC)C, predict the reaction product. The product is: [CH:1]1([S:4]([C:7]2[CH:8]=[CH:9][C:10]([CH:13]([CH2:18][CH:19]3[CH2:24][CH2:23][O:22][CH2:21][CH2:20]3)[C:14](=[O:17])[CH2:15][CH2:16][C:31]([C:26]3[CH:27]=[CH:28][CH:29]=[CH:30][N:25]=3)=[O:32])=[CH:11][CH:12]=2)(=[O:6])=[O:5])[CH2:3][CH2:2]1.